Dataset: Forward reaction prediction with 1.9M reactions from USPTO patents (1976-2016). Task: Predict the product of the given reaction. The product is: [CH3:17][C:8]1([C:11]([O:13][CH2:14][CH3:15])=[O:12])[CH2:9][CH2:10][C:5]2([O:4][CH2:3][CH2:2][O:1]2)[CH2:6][CH2:7]1. Given the reactants [O:1]1[C:5]2([CH2:10][CH2:9][CH:8]([C:11]([O:13][CH2:14][CH3:15])=[O:12])[CH2:7][CH2:6]2)[O:4][CH2:3][CH2:2]1.[Li+].[CH3:17][Si]([N-][Si](C)(C)C)(C)C.IC, predict the reaction product.